This data is from Reaction yield outcomes from USPTO patents with 853,638 reactions. The task is: Predict the reaction yield, written as a fraction of the theoretical maximum amount of product (1.0 means a 100% yield; for example, 0.34 means a 34% yield). (1) The reactants are C(N(CC)CC)C.[C:8](Cl)(=[O:12])[CH:9]([CH3:11])[CH3:10].[CH2:14]([O:16][C:17]#[C:18][CH2:19][CH2:20][CH2:21][CH2:22][CH2:23][CH3:24])[CH3:15]. The catalyst is C(OCC)C. The product is [CH2:14]([O:16][C:17]1[C:9]([CH3:11])([CH3:10])[C:8](=[O:12])[C:18]=1[CH2:19][CH2:20][CH2:21][CH2:22][CH2:23][CH3:24])[CH3:15]. The yield is 0.610. (2) The reactants are C[Al](C)C.[CH3:5][CH:6]1[N:11]([CH3:12])[CH2:10][CH2:9][N:8]([C:13]2[S:17][C:16]([C:18]([O:20]CC)=O)=[CH:15][CH:14]=2)[CH2:7]1.Cl.[CH3:24][O:25][C:26]1[CH:27]=[C:28]([CH2:34][O:35][C:36]2[CH:37]=[C:38]([NH2:41])[NH:39][N:40]=2)[CH:29]=[C:30]([O:32][CH3:33])[CH:31]=1.C(C(C(C([O-])=O)O)O)([O-])=O.[Na+].[K+]. The catalyst is C1(C)C=CC=CC=1.O.C(OCC)(=O)C. The product is [CH3:33][O:32][C:30]1[CH:29]=[C:28]([CH2:34][O:35][C:36]2[CH:37]=[C:38]([NH:41][C:18]([C:16]3[S:17][C:13]([N:8]4[CH2:9][CH2:10][N:11]([CH3:12])[CH:6]([CH3:5])[CH2:7]4)=[CH:14][CH:15]=3)=[O:20])[NH:39][N:40]=2)[CH:27]=[C:26]([O:25][CH3:24])[CH:31]=1. The yield is 0.0763.